This data is from Catalyst prediction with 721,799 reactions and 888 catalyst types from USPTO. The task is: Predict which catalyst facilitates the given reaction. Reactant: [N+:1]([C:4]1[CH:21]=[CH:20][C:7]([CH2:8][NH:9][CH2:10][C:11]2[CH:16]=[CH:15][C:14]([N+:17]([O-:19])=[O:18])=[CH:13][CH:12]=2)=[CH:6][CH:5]=1)([O-:3])=[O:2].[CH3:22][C:23]([CH3:25])=O.C(O)(=O)C.C([BH3-])#N.[Na+]. Product: [N+:1]([C:4]1[CH:5]=[CH:6][C:7]([CH2:8][N:9]([CH2:10][C:11]2[CH:16]=[CH:15][C:14]([N+:17]([O-:19])=[O:18])=[CH:13][CH:12]=2)[CH:23]([CH3:25])[CH3:22])=[CH:20][CH:21]=1)([O-:3])=[O:2]. The catalyst class is: 100.